This data is from Reaction yield outcomes from USPTO patents with 853,638 reactions. The task is: Predict the reaction yield, written as a fraction of the theoretical maximum amount of product (1.0 means a 100% yield; for example, 0.34 means a 34% yield). (1) The reactants are Cl.[Cl:2][C:3]1[CH:26]=[CH:25][C:6]2[N:7]3[C:11]([CH2:12][NH:13][CH2:14][C:5]=2[CH:4]=1)=[N:10][N:9]=[C:8]3[C@H:15]1[CH2:20][CH2:19][C@H:18]([O:21][CH:22]([CH3:24])[CH3:23])[CH2:17][CH2:16]1.C(N(CC)CC)C.[C:34](Cl)(=[O:36])[CH3:35]. The catalyst is ClCCl. The product is [Cl:2][C:3]1[CH:26]=[CH:25][C:6]2[N:7]3[C:11](=[N:10][N:9]=[C:8]3[C@H:15]3[CH2:16][CH2:17][C@H:18]([O:21][CH:22]([CH3:24])[CH3:23])[CH2:19][CH2:20]3)[CH2:12][N:13]([C:34](=[O:36])[CH3:35])[CH2:14][C:5]=2[CH:4]=1. The yield is 0.770. (2) The reactants are [C:1]([NH:5][C:6]1[CH:11]=[C:10]([N:12]2[CH2:17][CH2:16][N:15]([CH2:18][CH2:19][NH:20]C(OC(C)(C)C)=O)[CH2:14][CH2:13]2)[CH:9]=[CH:8][C:7]=1[N:28]([C:36]1[CH:41]=[C:40]([N:42]([CH3:66])[C:43]([N:45]([C:54]2[C:59]([Cl:60])=[C:58]([O:61][CH3:62])[CH:57]=[C:56]([O:63][CH3:64])[C:55]=2[Cl:65])COCC[Si](C)(C)C)=[O:44])[N:39]=[CH:38][N:37]=1)C(=O)OC(C)(C)C)(=[O:4])[CH:2]=[CH2:3].C(O)(C(F)(F)F)=O. The catalyst is C(Cl)Cl. The product is [NH2:20][CH2:19][CH2:18][N:15]1[CH2:16][CH2:17][N:12]([C:10]2[CH:9]=[CH:8][C:7]([NH:28][C:36]3[CH:41]=[C:40]([N:42]([CH3:66])[C:43]([NH:45][C:54]4[C:59]([Cl:60])=[C:58]([O:61][CH3:62])[CH:57]=[C:56]([O:63][CH3:64])[C:55]=4[Cl:65])=[O:44])[N:39]=[CH:38][N:37]=3)=[C:6]([NH:5][C:1](=[O:4])[CH:2]=[CH2:3])[CH:11]=2)[CH2:13][CH2:14]1. The yield is 0.960. (3) The reactants are Br[C:2]1[CH:7]=[CH:6][C:5]([C:8]([CH3:12])([CH3:11])[C:9]#[N:10])=[CH:4][CH:3]=1.[B:13]1([B:13]2[O:17][C:16]([CH3:19])([CH3:18])[C:15]([CH3:21])([CH3:20])[O:14]2)[O:17][C:16]([CH3:19])([CH3:18])[C:15]([CH3:21])([CH3:20])[O:14]1. No catalyst specified. The product is [CH3:11][C:8]([C:5]1[CH:6]=[CH:7][C:2]([B:13]2[O:17][C:16]([CH3:19])([CH3:18])[C:15]([CH3:21])([CH3:20])[O:14]2)=[CH:3][CH:4]=1)([CH3:12])[C:9]#[N:10]. The yield is 0.810. (4) The reactants are CO[C:3](=[O:15])[NH:4][S:5]([C:8]1[CH:13]=[CH:12][C:11]([Cl:14])=[CH:10][CH:9]=1)(=[O:7])=[O:6].N1C=CC=CC=1.[Cl:22][C:23]1[CH:28]=[CH:27][C:26]([C:29]2[CH:33]([C:34]3[CH:39]=[CH:38][CH:37]=[CH:36][CH:35]=3)[CH2:32][NH:31][N:30]=2)=[CH:25][CH:24]=1. The catalyst is O1CCOCC1. The product is [Cl:22][C:23]1[CH:24]=[CH:25][C:26]([C:29]2[CH:33]([C:34]3[CH:35]=[CH:36][CH:37]=[CH:38][CH:39]=3)[CH2:32][N:31]([C:3]([NH:4][S:5]([C:8]3[CH:9]=[CH:10][C:11]([Cl:14])=[CH:12][CH:13]=3)(=[O:6])=[O:7])=[O:15])[N:30]=2)=[CH:27][CH:28]=1. The yield is 0.760. (5) The product is [CH:19]([N:18]1[C:14]([C:12]2[N:13]=[C:6]3[C:5]4[CH:22]=[CH:23][C:2]([C:32]5[CH:33]=[N:34][C:35]([NH2:38])=[N:36][CH:37]=5)=[CH:3][C:4]=4[O:10][CH2:9][CH2:8][N:7]3[CH:11]=2)=[N:15][CH:16]=[N:17]1)([CH3:21])[CH3:20]. No catalyst specified. The yield is 0.730. The reactants are Br[C:2]1[CH:23]=[CH:22][C:5]2[C:6]3[N:7]([CH:11]=[C:12]([C:14]4[N:18]([CH:19]([CH3:21])[CH3:20])[N:17]=[CH:16][N:15]=4)[N:13]=3)[CH2:8][CH2:9][O:10][C:4]=2[CH:3]=1.CC1(C)C(C)(C)OB([C:32]2[CH:33]=[N:34][C:35]([NH2:38])=[N:36][CH:37]=2)O1. (6) The reactants are [F:1][C:2]1[CH:10]=[C:9]2[C:5]([C:6]([CH3:23])([CH3:22])[C:7](=[O:21])[N:8]2[C:11]([NH:13][CH2:14][CH:15]2[CH2:20][CH2:19][NH:18][CH2:17][CH2:16]2)=[O:12])=[CH:4][CH:3]=1.C(N(CC)CC)C.Br[CH2:32][C:33]([O:35][C:36]([CH3:39])([CH3:38])[CH3:37])=[O:34].C(=O)(O)[O-].[Na+]. The catalyst is O1CCCC1. The product is [C:36]([O:35][C:33](=[O:34])[CH2:32][N:18]1[CH2:19][CH2:20][CH:15]([CH2:14][NH:13][C:11]([N:8]2[C:9]3[C:5](=[CH:4][CH:3]=[C:2]([F:1])[CH:10]=3)[C:6]([CH3:23])([CH3:22])[C:7]2=[O:21])=[O:12])[CH2:16][CH2:17]1)([CH3:39])([CH3:38])[CH3:37]. The yield is 0.740. (7) The reactants are [CH:1]1([O:6][NH:7][S:8]([C:11]2[CH:16]=[CH:15][CH:14]=[C:13]([N+:17]([O-])=O)[CH:12]=2)(=[O:10])=[O:9])[CH2:5][CH2:4][CH2:3][CH2:2]1.[H][H]. The catalyst is C(O)C.[Pd]. The product is [NH2:17][C:13]1[CH:12]=[C:11]([S:8]([NH:7][O:6][CH:1]2[CH2:5][CH2:4][CH2:3][CH2:2]2)(=[O:9])=[O:10])[CH:16]=[CH:15][CH:14]=1. The yield is 1.00. (8) The reactants are C[O:2][C:3](=[O:39])[CH2:4][CH2:5][C:6]([C:8]1[C:16]2[C:11](=[CH:12][CH:13]=[C:14]([Br:17])[CH:15]=2)[N:10]([C:18]2[N:27]=[C:26]([C:28]3[CH:33]=[CH:32][CH:31]=[CH:30][N:29]=3)[C:25]3[C:20](=[CH:21][CH:22]=[C:23]([C:34]4[O:35][CH:36]=[CH:37][CH:38]=4)[CH:24]=3)[N:19]=2)[CH:9]=1)=[O:7].[OH-].[Na+].Cl.O. The catalyst is CS(C)=O.O1CCOCC1.O. The product is [Br:17][C:14]1[CH:15]=[C:16]2[C:11](=[CH:12][CH:13]=1)[N:10]([C:18]1[N:27]=[C:26]([C:28]3[CH:33]=[CH:32][CH:31]=[CH:30][N:29]=3)[C:25]3[C:20](=[CH:21][CH:22]=[C:23]([C:34]4[O:35][CH:36]=[CH:37][CH:38]=4)[CH:24]=3)[N:19]=1)[CH:9]=[C:8]2[C:6](=[O:7])[CH2:5][CH2:4][C:3]([OH:39])=[O:2]. The yield is 0.520.